From a dataset of Forward reaction prediction with 1.9M reactions from USPTO patents (1976-2016). Predict the product of the given reaction. (1) Given the reactants Cl[C:2]1[CH:3]=[CH:4][C:5]2[N:6]([C:8]([CH2:11][C:12]3[CH:13]=[C:14]4[C:19](=[CH:20][CH:21]=3)[N:18]=[CH:17][CH:16]=[CH:15]4)=[N:9][N:10]=2)[N:7]=1.[Cl:22][C:23]1[CH:28]=[C:27](B2OC(C)(C)C(C)(C)O2)[CH:26]=[CH:25][C:24]=1[CH2:38][OH:39].C(=O)([O-])[O-].[Cs+].[Cs+], predict the reaction product. The product is: [Cl:22][C:23]1[CH:28]=[C:27]([C:2]2[CH:3]=[CH:4][C:5]3[N:6]([C:8]([CH2:11][C:12]4[CH:13]=[C:14]5[C:19](=[CH:20][CH:21]=4)[N:18]=[CH:17][CH:16]=[CH:15]5)=[N:9][N:10]=3)[N:7]=2)[CH:26]=[CH:25][C:24]=1[CH2:38][OH:39]. (2) Given the reactants [OH:1][C:2]1[C:7]2[C:8](=[O:22])[N:9]([C:16]3[CH:21]=[CH:20][CH:19]=[CH:18][CH:17]=3)[C:10]3[CH:11]=[CH:12][CH:13]=[CH:14][C:15]=3[C:6]=2[O:5][C:4](=[O:23])[C:3]=1[S:24][C:25]1[CH:30]=[CH:29][C:28]([OH:31])=[CH:27][CH:26]=1.Br[CH2:33][CH2:34][O:35][CH3:36].C(=O)([O-])[O-].[K+].[K+].C(OCC)(=O)C, predict the reaction product. The product is: [OH:1][C:2]1[C:7]2[C:8](=[O:22])[N:9]([C:16]3[CH:17]=[CH:18][CH:19]=[CH:20][CH:21]=3)[C:10]3[CH:11]=[CH:12][CH:13]=[CH:14][C:15]=3[C:6]=2[O:5][C:4](=[O:23])[C:3]=1[S:24][C:25]1[CH:26]=[CH:27][C:28]([O:31][CH2:33][CH2:34][O:35][CH3:36])=[CH:29][CH:30]=1.